This data is from Reaction yield outcomes from USPTO patents with 853,638 reactions. The task is: Predict the reaction yield, written as a fraction of the theoretical maximum amount of product (1.0 means a 100% yield; for example, 0.34 means a 34% yield). (1) The product is [CH2:31]([NH:30][S:2]([C:5]1[CH:6]=[CH:7][C:8]([N:14]2[CH2:18][CH2:17][CH2:16][CH2:15]2)=[C:9]([CH:13]=1)[C:10]([OH:12])=[O:11])(=[O:4])=[O:3])[CH3:32]. The reactants are C[S:2]([C:5]1[CH:6]=[CH:7][C:8]([N:14]2[CH2:18][CH2:17][CH2:16][CH2:15]2)=[C:9]([CH:13]=1)[C:10]([OH:12])=[O:11])(=[O:4])=[O:3].ClC1C=CC(S(=O)(=O)[NH:30][CH2:31][CH3:32])=CC=1C(O)=O.N1CCCC1. No catalyst specified. The yield is 0.430. (2) The reactants are [C:1]([O:9][CH:10]1CC(C2N3C4C=CN(S(C5C=CC(C)=CC=5)(=O)=O)C=4N=CC3=NN=2)C(CC)[CH2:11]1)(=[O:8])C1C=CC=CC=1.[CH3:39][C:40]([Si:43](Cl)([CH3:45])[CH3:44])([CH3:42])[CH3:41].N1C=CN=C1.[CH3:52][CH2:53][CH2:54][CH2:55][CH2:56][CH2:57][CH3:58].CN(C=[O:63])C. No catalyst specified. The product is [Si:43]([O:63][CH:54]1[CH2:53][CH:52]([C:1]([O:9][CH2:10][CH3:11])=[O:8])[CH:56]([CH2:57][CH3:58])[CH2:55]1)([C:40]([CH3:42])([CH3:41])[CH3:39])([CH3:45])[CH3:44]. The yield is 0.640. (3) The reactants are [C:1]([O:5][C:6]([N:8]1[CH2:12][CH2:11][C@@H:10]([NH:13][C:14]2[C:22]3[C:17](=[N:18][CH:19]=[CH:20][C:21]=3[O:23][C:24]3[CH:32]=[CH:31][C:27]([C:28]([OH:30])=O)=[CH:26][CH:25]=3)[N:16]([CH2:33][C:34]3[CH:39]=[CH:38][C:37]([O:40][CH3:41])=[CH:36][CH:35]=3)[N:15]=2)[CH2:9]1)=[O:7])([CH3:4])([CH3:3])[CH3:2].[N:42]1[CH:47]=[CH:46][CH:45]=[CH:44][C:43]=1[NH2:48].O=P(Cl)(Cl)Cl. The catalyst is N1C=CC=CC=1. The product is [CH3:41][O:40][C:37]1[CH:38]=[CH:39][C:34]([CH2:33][N:16]2[C:17]3=[N:18][CH:19]=[CH:20][C:21]([O:23][C:24]4[CH:32]=[CH:31][C:27]([C:28](=[O:30])[NH:48][C:43]5[CH:44]=[CH:45][CH:46]=[CH:47][N:42]=5)=[CH:26][CH:25]=4)=[C:22]3[C:14]([NH:13][C@@H:10]3[CH2:11][CH2:12][N:8]([C:6]([O:5][C:1]([CH3:4])([CH3:3])[CH3:2])=[O:7])[CH2:9]3)=[N:15]2)=[CH:35][CH:36]=1. The yield is 0.880. (4) The reactants are [Cl:1][C:2]1[CH:19]=[CH:18][C:5]([CH2:6][O:7][C:8]2[C:9]([O:16][CH3:17])=[CH:10][C:11]([CH2:14][OH:15])=[N:12][CH:13]=2)=[CH:4][CH:3]=1.CC(OI1(OC(C)=O)(OC(C)=O)OC(=O)C2C=CC=CC1=2)=O. The catalyst is CS(C)=O. The product is [Cl:1][C:2]1[CH:19]=[CH:18][C:5]([CH2:6][O:7][C:8]2[C:9]([O:16][CH3:17])=[CH:10][C:11]([CH:14]=[O:15])=[N:12][CH:13]=2)=[CH:4][CH:3]=1. The yield is 0.720. (5) The reactants are [NH2:1][C:2]1[NH:7][C:6](=[O:8])[C:5]([CH2:9][NH2:10])=[N:4][N:3]=1.C([O-])(O)=O.[Na+].O=C1CCC(=O)N1[O:23][C:24]([C@H:26]1[CH2:31][CH2:30][C@H:29]([C:32]([O:34][CH3:35])=[O:33])[CH2:28][CH2:27]1)=O.C1COCC1.CC#N. The catalyst is O. The product is [NH2:1][C:2]1[NH:7][C:6](=[O:8])[C:5]([CH2:9][NH:10][C:24]([C@H:26]2[CH2:27][CH2:28][C@H:29]([C:32]([O:34][CH3:35])=[O:33])[CH2:30][CH2:31]2)=[O:23])=[N:4][N:3]=1. The yield is 0.840. (6) The yield is 0.380. The product is [CH:17]([C:13]1[CH:14]=[CH:15][CH:16]=[C:10]([CH:7]([CH3:9])[CH3:8])[C:11]=1[NH:12][C:21]1[CH:22]=[CH:23][CH:24]=[C:25]2[C:30]=1[N:29]=[CH:28][CH:27]=[CH:26]2)([CH3:19])[CH3:18]. The catalyst is C1(C)C=CC=CC=1. The reactants are CC(C)([O-])C.[Na+].[CH:7]([C:10]1[CH:16]=[CH:15][CH:14]=[C:13]([CH:17]([CH3:19])[CH3:18])[C:11]=1[NH2:12])([CH3:9])[CH3:8].Br[C:21]1[CH:22]=[CH:23][CH:24]=[C:25]2[C:30]=1[N:29]=[CH:28][CH:27]=[CH:26]2. (7) The reactants are [OH:1][CH2:2][C:3]([CH2:8][OH:9])([CH2:6][OH:7])[CH2:4][OH:5].Br[CH2:11][CH2:12][CH2:13][CH2:14][CH2:15][CH2:16][CH2:17][CH2:18][CH2:19][CH2:20][CH2:21][CH2:22][CH2:23][CH2:24][CH2:25][CH2:26][CH2:27][CH3:28].[H-].[Na+].Cl. The catalyst is C(Cl)(Cl)Cl.CN(C=O)C. The product is [CH2:11]([O:1][CH2:2][C:3]([CH2:8][O:9][CH2:28][CH2:27][CH2:26][CH2:25][CH2:24][CH2:23][CH2:22][CH2:21][CH2:20][CH2:19][CH2:18][CH2:17][CH2:16][CH2:15][CH2:14][CH2:13][CH2:12][CH3:11])([CH2:6][O:7][CH2:28][CH2:27][CH2:26][CH2:25][CH2:24][CH2:23][CH2:22][CH2:21][CH2:20][CH2:19][CH2:18][CH2:17][CH2:16][CH2:15][CH2:14][CH2:13][CH2:12][CH3:11])[CH2:4][OH:5])[CH2:12][CH2:13][CH2:14][CH2:15][CH2:16][CH2:17][CH2:18][CH2:19][CH2:20][CH2:21][CH2:22][CH2:23][CH2:24][CH2:25][CH2:26][CH2:27][CH3:28]. The yield is 0.230. (8) The reactants are [CH2:1]([N:8]([CH2:39][CH3:40])[C:9](=O)[CH:10]([O:35][CH2:36][CH3:37])[CH2:11][C:12]1[CH:34]=[CH:33][C:15]([O:16][CH2:17][CH2:18][C:19]2[CH:24]=[CH:23][C:22]([NH:25][C:26](=O)OC(C)(C)C)=[CH:21][CH:20]=2)=[CH:14][CH:13]=1)[C:2]1[CH:7]=[CH:6][CH:5]=[CH:4][CH:3]=1.CSC.B.C(OC(=O)C)C.CCCCCCC. The catalyst is C1COCC1. The product is [CH2:1]([N:8]([CH2:39][CH3:40])[CH2:9][CH:10]([O:35][CH2:36][CH3:37])[CH2:11][C:12]1[CH:13]=[CH:14][C:15]([O:16][CH2:17][CH2:18][C:19]2[CH:20]=[CH:21][C:22]([NH:25][CH3:26])=[CH:23][CH:24]=2)=[CH:33][CH:34]=1)[C:2]1[CH:7]=[CH:6][CH:5]=[CH:4][CH:3]=1. The yield is 0.490.